Dataset: Reaction yield outcomes from USPTO patents with 853,638 reactions. Task: Predict the reaction yield, written as a fraction of the theoretical maximum amount of product (1.0 means a 100% yield; for example, 0.34 means a 34% yield). (1) The reactants are [C:1]1([S:7]([N:10]2[C:18]3[C:13](=[C:14]([O:21][CH3:22])[C:15]([O:19][CH3:20])=[CH:16][CH:17]=3)[CH:12]=[C:11]2I)(=[O:9])=[O:8])[CH:6]=[CH:5][CH:4]=[CH:3][CH:2]=1.C([Sn]([C:37]1[CH2:41][CH2:40][CH2:39][CH:38]=1)(CCCC)CCCC)CCC. The catalyst is CN(C=O)C.Cl[Pd](Cl)([P](C1C=CC=CC=1)(C1C=CC=CC=1)C1C=CC=CC=1)[P](C1C=CC=CC=1)(C1C=CC=CC=1)C1C=CC=CC=1. The product is [C:1]1([S:7]([N:10]2[C:18]3[C:13](=[C:14]([O:21][CH3:22])[C:15]([O:19][CH3:20])=[CH:16][CH:17]=3)[CH:12]=[C:11]2[C:37]2[CH2:41][CH2:40][CH2:39][CH:38]=2)(=[O:9])=[O:8])[CH:6]=[CH:5][CH:4]=[CH:3][CH:2]=1. The yield is 0.650. (2) The reactants are [Br:1][C:2]1[N:7]=[CH:6][C:5]([NH2:8])=[CH:4][CH:3]=1.C(N(CC)CC)C.[Cl:16][C:17]1[C:22]([C:23](Cl)=[O:24])=[C:21]([F:26])[C:20]([NH:27][S:28]([CH2:31][CH2:32][CH3:33])(=[O:30])=[O:29])=[CH:19][CH:18]=1. The catalyst is O1CCCC1.C(OCC)(=O)C. The product is [Br:1][C:2]1[N:7]=[CH:6][C:5]([NH:8][C:23](=[O:24])[C:22]2[C:17]([Cl:16])=[CH:18][CH:19]=[C:20]([NH:27][S:28]([CH2:31][CH2:32][CH3:33])(=[O:30])=[O:29])[C:21]=2[F:26])=[CH:4][CH:3]=1. The yield is 0.660. (3) The reactants are Br[C:2]1[N:3]=[C:4]([CH3:7])[S:5][CH:6]=1.[CH2:8]([N:12]1[N:16]=[C:15]2[CH:17]=[CH:18][CH:19]=[CH:20][C:14]2=[N:13]1)[CH2:9][C:10]#[CH:11]. No catalyst specified. The product is [CH3:7][C:4]1[S:5][CH:6]=[C:2]([C:11]#[C:10][CH2:9][CH2:8][N:12]2[N:13]=[C:14]3[CH:20]=[CH:19][CH:18]=[CH:17][C:15]3=[N:16]2)[N:3]=1. The yield is 0.500. (4) The reactants are [CH3:1][O:2][C:3]1[CH:9]=[CH:8][C:7]([N+:10]([O-:12])=[O:11])=[CH:6][C:4]=1[NH2:5].C(N(CC)CC)C.[C:20](Cl)(=[O:23])[CH2:21][CH3:22]. The catalyst is ClCCl. The product is [CH3:1][O:2][C:3]1[CH:9]=[CH:8][C:7]([N+:10]([O-:12])=[O:11])=[CH:6][C:4]=1[NH:5][C:20](=[O:23])[CH2:21][CH3:22]. The yield is 0.980. (5) The reactants are Cl.Cl.C[O:4][C:5]([C:7]1[CH:12]=[C:11]([NH:13][CH:14]2[CH2:19][CH2:18][NH:17][CH2:16][CH2:15]2)[N:10]=[C:9](Cl)[N:8]=1)=[O:6].[Cl:21][C:22]1[CH:29]=[CH:28][C:25]([CH:26]=O)=[CH:24][C:23]=1[O:30][CH2:31][CH3:32].[C:33]([OH:36])(=[O:35])C.C(N(C(C)C)C(C)C)C.C([BH3-])#N.[Na+].[OH-].[Na+]. The catalyst is C(O)C. The product is [Cl:21][C:22]1[CH:29]=[CH:28][C:25]([CH2:26][N:17]2[CH2:18][CH2:19][CH:14]([NH:13][C:11]3[N:10]=[C:9]([C:33]([OH:36])=[O:35])[N:8]=[C:7]([C:5]([OH:4])=[O:6])[CH:12]=3)[CH2:15][CH2:16]2)=[CH:24][C:23]=1[O:30][CH2:31][CH3:32]. The yield is 0.0400. (6) The reactants are Br[C:2]1[CH:3]=[CH:4][C:5]2[O:9][C:8]([CH2:10][OH:11])=[C:7]([CH3:12])[C:6]=2[C:13]=1[O:14][CH3:15].[C:16]([Cu])#[N:17]. The catalyst is CN1CCCC1=O.O.C(OCC)(=O)C. The product is [OH:11][CH2:10][C:8]1[O:9][C:5]2[CH:4]=[CH:3][C:2]([C:16]#[N:17])=[C:13]([O:14][CH3:15])[C:6]=2[C:7]=1[CH3:12]. The yield is 0.670. (7) The catalyst is CO. The product is [CH3:1][C:2]1[C:7]([CH:8]([CH2:13][CH2:14][CH3:15])[C:9]([OH:11])=[O:10])=[C:6]([N:16]2[CH2:17][CH2:18][N:19]([CH3:22])[CH2:20][CH2:21]2)[N:5]=[C:4]([C:23]2[CH:28]=[CH:27][CH:26]=[CH:25][CH:24]=2)[N:3]=1. The reactants are [CH3:1][C:2]1[C:7]([CH:8]([CH2:13][CH2:14][CH3:15])[C:9]([O:11]C)=[O:10])=[C:6]([N:16]2[CH2:21][CH2:20][N:19]([CH3:22])[CH2:18][CH2:17]2)[N:5]=[C:4]([C:23]2[CH:28]=[CH:27][CH:26]=[CH:25][CH:24]=2)[N:3]=1.[OH-].[Na+]. The yield is 0.480. (8) The reactants are C([O:8][C:9]1[CH:14]=[CH:13][C:12]([N:15]2[C:19]([CH:20]3[CH2:25][CH2:24][CH2:23][CH2:22][CH2:21]3)=[CH:18][C:17](/[CH:26]=[C:27](\[CH3:33])/[C:28]([O:30][CH2:31][CH3:32])=[O:29])=[N:16]2)=[CH:11][CH:10]=1)C1C=CC=CC=1.B(Cl)(Cl)Cl.ClCCl. No catalyst specified. The product is [CH:20]1([C:19]2[N:15]([C:12]3[CH:11]=[CH:10][C:9]([OH:8])=[CH:14][CH:13]=3)[N:16]=[C:17](/[CH:26]=[C:27](\[CH3:33])/[C:28]([O:30][CH2:31][CH3:32])=[O:29])[CH:18]=2)[CH2:21][CH2:22][CH2:23][CH2:24][CH2:25]1. The yield is 1.00. (9) The reactants are [BH4-].[Na+].[C:3]([O:7][C:8]([NH:10][C@H:11]([CH2:22][C:23]([O:25][C:26]([CH3:29])([CH3:28])[CH3:27])=[O:24])[C:12](ON1C(=O)CCC1=O)=[O:13])=[O:9])([CH3:6])([CH3:5])[CH3:4].[Cl-].[NH4+]. The catalyst is C1COCC1.O. The product is [C:3]([O:7][C:8]([NH:10][C@@H:11]([CH2:12][OH:13])[CH2:22][C:23]([O:25][C:26]([CH3:29])([CH3:28])[CH3:27])=[O:24])=[O:9])([CH3:5])([CH3:4])[CH3:6]. The yield is 0.590. (10) The reactants are [CH:1]1([CH2:7][NH:8][C:9](=[O:30])[CH2:10][CH:11]([C:13]2[CH:14]=[N:15][C:16]3[C:21]([CH:22]=2)=[CH:20][C:19]([C:23]2[CH:28]=[CH:27][CH:26]=[CH:25][C:24]=2[CH3:29])=[CH:18][CH:17]=3)[CH3:12])[CH2:6][CH2:5][CH2:4][CH2:3][CH2:2]1.C1C=C(Cl)C=C(C(OO)=O)C=1.[C:42]([NH2:46])([CH3:45])([CH3:44])[CH3:43].C1(C)C=CC(S(OS(C2C=CC(C)=CC=2)(=O)=O)(=O)=O)=CC=1. The yield is 0.480. The product is [C:42]([NH:46][C:14]1[C:13]([CH:11]([CH3:12])[CH2:10][C:9]([NH:8][CH2:7][CH:1]2[CH2:6][CH2:5][CH2:4][CH2:3][CH2:2]2)=[O:30])=[CH:22][C:21]2[C:16](=[CH:17][CH:18]=[C:19]([C:23]3[CH:28]=[CH:27][CH:26]=[CH:25][C:24]=3[CH3:29])[CH:20]=2)[N:15]=1)([CH3:45])([CH3:44])[CH3:43]. The catalyst is C(Cl)Cl.